Dataset: Catalyst prediction with 721,799 reactions and 888 catalyst types from USPTO. Task: Predict which catalyst facilitates the given reaction. (1) Reactant: [CH3:1][O:2][C:3]([NH:5][C@@H:6]([CH:10]([CH3:12])[CH3:11])[C:7]([OH:9])=O)=[O:4].CN(C(ON1N=NC2C=CC=NC1=2)=[N+](C)C)C.F[P-](F)(F)(F)(F)F.[CH2:37]1[C:41]2([CH2:46][CH2:45][O:44][CH2:43][CH2:42]2)[CH2:40][CH:39]([C:47]([O:49][CH2:50][CH3:51])=[O:48])[NH:38]1.CCN(C(C)C)C(C)C. Product: [CH3:1][O:2][C:3]([NH:5][C@@H:6]([CH:10]([CH3:12])[CH3:11])[C:7]([N:38]1[C@H:39]([C:47]([O:49][CH2:50][CH3:51])=[O:48])[CH2:40][C:41]2([CH2:46][CH2:45][O:44][CH2:43][CH2:42]2)[CH2:37]1)=[O:9])=[O:4]. The catalyst class is: 136. (2) Reactant: [CH2:1]([C@@:8]1([C:18]2[CH2:19][C:20]3[C:25]([CH:26]=2)=[CH:24][CH:23]=[CH:22][CH:21]=3)[CH2:16][C:15]2[C:10](=[CH:11][CH:12]=[CH:13][CH:14]=2)[C@H:9]1[OH:17])[C:2]1[CH:7]=[CH:6][CH:5]=[CH:4][CH:3]=1.[Br:27][C:28]1[CH:36]=[CH:35][C:31]([C:32](O)=[O:33])=[CH:30][CH:29]=1.C(N(C(C)C)CC)(C)C.ClC1C=CC=C(Cl)C=1C(Cl)=O. Product: [Br:27][C:28]1[CH:36]=[CH:35][C:31]([C:32]([O:17][C@@H:9]2[C:10]3[C:15](=[CH:14][CH:13]=[CH:12][CH:11]=3)[CH2:16][C@@:8]2([CH2:1][C:2]2[CH:3]=[CH:4][CH:5]=[CH:6][CH:7]=2)[C:18]2[CH2:19][C:20]3[C:25]([CH:26]=2)=[CH:24][CH:23]=[CH:22][CH:21]=3)=[O:33])=[CH:30][CH:29]=1. The catalyst class is: 112. (3) Product: [C:22]([O:21][C:19]([N:10]1[CH2:11][CH:12]2[CH:7]([CH2:6][C:5]3[CH:1]=[CH:2][S:3][C:4]=32)[CH2:8][CH2:9]1)=[O:20])([CH3:25])([CH3:24])[CH3:23]. Reactant: [CH:1]1[C:5]2[CH2:6][CH:7]3[CH:12]([C:4]=2[S:3][CH:2]=1)[CH2:11][NH:10][CH2:9][CH2:8]3.O.C([O-])(O)=O.[Na+].[C:19](O[C:19]([O:21][C:22]([CH3:25])([CH3:24])[CH3:23])=[O:20])([O:21][C:22]([CH3:25])([CH3:24])[CH3:23])=[O:20]. The catalyst class is: 692. (4) Reactant: B([C:4]1[CH:12]=[CH:11][C:7]([C:8]([OH:10])=[O:9])=[C:6]([Cl:13])[CH:5]=1)(O)O.C([O-])([O-])=O.[K+].[K+].Br[C:21]1[N:22]=[CH:23][C:24]2[N:25]([C:27]([C:30]3[CH:37]=[CH:36][C:33]([C:34]#[N:35])=[CH:32][CH:31]=3)=[CH:28][N:29]=2)[CH:26]=1. Product: [C:34]([C:33]1[CH:36]=[CH:37][C:30]([C:27]2[N:25]3[CH:26]=[C:21]([C:4]4[CH:12]=[CH:11][C:7]([C:8]([OH:10])=[O:9])=[C:6]([Cl:13])[CH:5]=4)[N:22]=[CH:23][C:24]3=[N:29][CH:28]=2)=[CH:31][CH:32]=1)#[N:35]. The catalyst class is: 710. (5) Reactant: Cl.[C:2]([O:6][CH2:7][C@@H:8]([C:10]([N:12]1[CH2:16][CH2:15][CH2:14][C@H:13]1[C:17]#[N:18])=[O:11])[NH2:9])([CH3:5])([CH3:4])[CH3:3].[C:19](=O)([O:27]C1C=CC([N+]([O-])=O)=CC=1)[O:20][CH:21]([O:23][C:24](=[O:26])[CH3:25])[CH3:22].C(N(CC)CC)C. The catalyst class is: 4. Product: [C:24]([O:23][CH:21]([O:20][C:19]([NH:9][C@H:8]([C:10]([N:12]1[CH2:16][CH2:15][CH2:14][C@H:13]1[C:17]#[N:18])=[O:11])[CH2:7][O:6][C:2]([CH3:5])([CH3:3])[CH3:4])=[O:27])[CH3:22])(=[O:26])[CH3:25]. (6) The catalyst class is: 6. Reactant: [CH2:1]([O:3][C:4]1[CH:5]=[C:6]([O:17][C:18]2[CH:19]=[N:20][C:21]([S:24]([CH3:27])(=[O:26])=[O:25])=[CH:22][CH:23]=2)[CH:7]=[C:8]2[C:12]=1[NH:11][C:10]([C:13]([O:15]C)=[O:14])=[CH:9]2)[CH3:2].O1CCCC1.CO.[OH-].[K+]. Product: [CH2:1]([O:3][C:4]1[CH:5]=[C:6]([O:17][C:18]2[CH:19]=[N:20][C:21]([S:24]([CH3:27])(=[O:26])=[O:25])=[CH:22][CH:23]=2)[CH:7]=[C:8]2[C:12]=1[NH:11][C:10]([C:13]([OH:15])=[O:14])=[CH:9]2)[CH3:2]. (7) Reactant: C[O:2][C:3](=[O:28])[C:4]1[CH:9]=[CH:8][C:7]([NH:10][C:11](=[O:27])[C@@H:12]([C:19]2[CH:24]=[CH:23][C:22]([Cl:25])=[C:21]([Cl:26])[CH:20]=2)[CH2:13][CH:14]2[CH2:18][CH2:17][CH2:16][CH2:15]2)=[N:6][CH:5]=1.Cl. Product: [CH:14]1([CH2:13][C@H:12]([C:19]2[CH:24]=[CH:23][C:22]([Cl:25])=[C:21]([Cl:26])[CH:20]=2)[C:11]([NH:10][C:7]2[CH:8]=[CH:9][C:4]([C:3]([OH:28])=[O:2])=[CH:5][N:6]=2)=[O:27])[CH2:18][CH2:17][CH2:16][CH2:15]1. The catalyst class is: 30.